From a dataset of Full USPTO retrosynthesis dataset with 1.9M reactions from patents (1976-2016). Predict the reactants needed to synthesize the given product. (1) Given the product [NH2:7][C@@H:8]1[CH2:12][CH2:11][N:10]([C:13]2[N:21]=[C:20]3[C:16]([N:17]=[CH:18][N:19]3[C@@H:22]3[CH2:26][C@H:25]([N:27]4[CH:31]=[C:30]([CH2:32][CH3:33])[CH:29]=[N:28]4)[C@@H:24]([OH:34])[C@H:23]3[OH:35])=[C:15]([NH:36][CH2:37][CH:38]([C:45]3[CH:46]=[CH:47][CH:48]=[CH:49][CH:50]=3)[C:39]3[CH:40]=[CH:41][CH:42]=[CH:43][CH:44]=3)[N:14]=2)[CH2:9]1, predict the reactants needed to synthesize it. The reactants are: C(OC(=O)[NH:7][C@@H:8]1[CH2:12][CH2:11][N:10]([C:13]2[N:21]=[C:20]3[C:16]([N:17]=[CH:18][N:19]3[C@@H:22]3[CH2:26][C@H:25]([N:27]4[CH:31]=[C:30]([CH2:32][CH3:33])[CH:29]=[N:28]4)[C@@H:24]([OH:34])[C@H:23]3[OH:35])=[C:15]([NH:36][CH2:37][CH:38]([C:45]3[CH:50]=[CH:49][CH:48]=[CH:47][CH:46]=3)[C:39]3[CH:44]=[CH:43][CH:42]=[CH:41][CH:40]=3)[N:14]=2)[CH2:9]1)(C)(C)C.Cl. (2) Given the product [NH2:25][C:18]1[C:17]2[N:16]=[C:15]([CH3:26])[N:14]([CH2:13][CH2:12][O:11][CH2:10][CH2:9][NH:8][S:3]([N:2]([CH3:7])[CH3:1])(=[O:5])=[O:4])[C:22]=2[C:21]([CH3:23])=[C:20]([CH3:24])[N:19]=1, predict the reactants needed to synthesize it. The reactants are: [CH3:1][N:2]([CH3:7])[S:3](Cl)(=[O:5])=[O:4].[NH2:8][CH2:9][CH2:10][O:11][CH2:12][CH2:13][N:14]1[C:22]2[C:21]([CH3:23])=[C:20]([CH3:24])[N:19]=[C:18]([NH2:25])[C:17]=2[N:16]=[C:15]1[CH3:26]. (3) Given the product [C:23]([O:22][C:20]([NH:19][C@@H:14]([CH2:15][C:16]([NH:7][C:4]1[CH:5]=[CH:6][N:2]([CH3:1])[N:3]=1)=[O:17])[C:13]([O:12][C:8]([CH3:11])([CH3:10])[CH3:9])=[O:27])=[O:21])([CH3:26])([CH3:25])[CH3:24], predict the reactants needed to synthesize it. The reactants are: [CH3:1][N:2]1[CH:6]=[CH:5][C:4]([NH2:7])=[N:3]1.[C:8]([O:12][C:13](=[O:27])[C@@H:14]([NH:19][C:20]([O:22][C:23]([CH3:26])([CH3:25])[CH3:24])=[O:21])[CH2:15][C:16](O)=[O:17])([CH3:11])([CH3:10])[CH3:9].CN(C(ON1N=NC2C=CC=NC1=2)=[N+](C)C)C.F[P-](F)(F)(F)(F)F.C(N(C(C)C)CC)(C)C.[Cl-].[NH4+]. (4) Given the product [C:3]([O:7][C:8]([N:10]1[CH2:15][CH2:14][CH:13]([C:16](=[O:27])[N:17]([CH2:28][C:29]2[CH:34]=[CH:33][CH:32]=[CH:31][CH:30]=2)[C:18]2[C:23]([CH3:24])=[CH:22][C:21]([CH3:25])=[CH:20][C:19]=2[Br:26])[CH2:12][CH2:11]1)=[O:9])([CH3:6])([CH3:4])[CH3:5], predict the reactants needed to synthesize it. The reactants are: [H-].[Na+].[C:3]([O:7][C:8]([N:10]1[CH2:15][CH2:14][CH:13]([C:16](=[O:27])[NH:17][C:18]2[C:23]([CH3:24])=[CH:22][C:21]([CH3:25])=[CH:20][C:19]=2[Br:26])[CH2:12][CH2:11]1)=[O:9])([CH3:6])([CH3:5])[CH3:4].[CH2:28](Cl)[C:29]1[CH:34]=[CH:33][CH:32]=[CH:31][CH:30]=1. (5) Given the product [CH3:1][O:2][CH2:3][C:4]1[O:8][C:7](=[O:9])[N:6]([C:11]2[CH:21]=[CH:20][C:14]([C:15]([O:17][CH2:18][CH3:19])=[O:16])=[CH:13][CH:12]=2)[CH:5]=1, predict the reactants needed to synthesize it. The reactants are: [CH3:1][O:2][CH2:3][CH:4]1[O:8][C:7](=[O:9])[NH:6][CH2:5]1.I[C:11]1[CH:21]=[CH:20][C:14]([C:15]([O:17][CH2:18][CH3:19])=[O:16])=[CH:13][CH:12]=1.C(=O)([O-])[O-].[K+].[K+].CNCCNC. (6) Given the product [CH2:20]([O:19][C:17](=[O:18])[C:16]1[CH:22]=[CH:23][C:13]([O:11][CH2:10][CH2:9][C:6]2[CH:5]=[CH:4][C:3]([CH2:1][CH3:2])=[CH:8][N:7]=2)=[CH:14][CH:15]=1)[CH3:21], predict the reactants needed to synthesize it. The reactants are: [CH2:1]([C:3]1[CH:4]=[CH:5][C:6]([CH2:9][CH2:10][OH:11])=[N:7][CH:8]=1)[CH3:2].O[C:13]1[CH:23]=[CH:22][C:16]([C:17]([O:19][CH2:20][CH3:21])=[O:18])=[CH:15][CH:14]=1. (7) The reactants are: CS(C)=O.C(Cl)(=O)C(Cl)=O.[CH3:11][C:12]1[N:22]=[C:15]2[CH:16]=[CH:17][CH:18]=[C:19]([CH2:20][OH:21])[N:14]2[N:13]=1.C(N(CC)CC)C. Given the product [CH3:11][C:12]1[N:22]=[C:15]2[CH:16]=[CH:17][CH:18]=[C:19]([CH:20]=[O:21])[N:14]2[N:13]=1, predict the reactants needed to synthesize it. (8) Given the product [Cl:5][C:6]1[CH:14]=[CH:13][C:12]([S:15]([CH3:18])(=[O:17])=[O:16])=[CH:11][C:7]=1[C:8]([Cl:3])=[O:9], predict the reactants needed to synthesize it. The reactants are: O=S(Cl)[Cl:3].[Cl:5][C:6]1[CH:14]=[CH:13][C:12]([S:15]([CH3:18])(=[O:17])=[O:16])=[CH:11][C:7]=1[C:8](O)=[O:9]. (9) Given the product [CH2:4]([C@H:11]1[C:15]([NH2:16])=[N:14][CH2:13][C@H:12]1[CH2:17][CH2:18][CH3:19])[C:5]1[CH:10]=[CH:9][CH:8]=[CH:7][CH:6]=1, predict the reactants needed to synthesize it. The reactants are: [OH-].[Na+].Cl.[CH2:4]([C@H:11]1[C:15]([NH2:16])=[N:14][CH2:13][C@H:12]1[CH2:17][CH2:18][CH3:19])[C:5]1[CH:10]=[CH:9][CH:8]=[CH:7][CH:6]=1. (10) Given the product [CH:14]1([C:11]2[NH:12][N:13]=[C:9]([NH:8][C:6]3[CH:5]=[CH:4][N:3]=[C:2]([NH:37][CH2:36][C:31]4[CH:32]=[CH:33][CH:34]=[C:35]5[C:30]=4[CH:29]=[CH:28][N:27]5[S:17]([C:20]4[CH:21]=[CH:22][C:23]([CH3:24])=[CH:25][CH:26]=4)(=[O:19])=[O:18])[N:7]=3)[CH:10]=2)[CH2:16][CH2:15]1, predict the reactants needed to synthesize it. The reactants are: Cl[C:2]1[N:7]=[C:6]([NH:8][C:9]2[NH:13][N:12]=[C:11]([CH:14]3[CH2:16][CH2:15]3)[CH:10]=2)[CH:5]=[CH:4][N:3]=1.[S:17]([N:27]1[C:35]2[C:30](=[C:31]([CH2:36][NH2:37])[CH:32]=[CH:33][CH:34]=2)[CH:29]=[CH:28]1)([C:20]1[CH:26]=[CH:25][C:23]([CH3:24])=[CH:22][CH:21]=1)(=[O:19])=[O:18].CCN(C(C)C)C(C)C.